This data is from Merck oncology drug combination screen with 23,052 pairs across 39 cell lines. The task is: Regression. Given two drug SMILES strings and cell line genomic features, predict the synergy score measuring deviation from expected non-interaction effect. (1) Drug 1: O=S1(=O)NC2(CN1CC(F)(F)F)C1CCC2Cc2cc(C=CCN3CCC(C(F)(F)F)CC3)ccc2C1. Drug 2: O=c1[nH]cc(F)c(=O)[nH]1. Cell line: EFM192B. Synergy scores: synergy=-8.74. (2) Drug 1: O=C(NOCC(O)CO)c1ccc(F)c(F)c1Nc1ccc(I)cc1F. Drug 2: COC1=C2CC(C)CC(OC)C(O)C(C)C=C(C)C(OC(N)=O)C(OC)C=CC=C(C)C(=O)NC(=CC1=O)C2=O. Cell line: LOVO. Synergy scores: synergy=-14.5. (3) Drug 1: CN(Cc1cnc2nc(N)nc(N)c2n1)c1ccc(C(=O)NC(CCC(=O)O)C(=O)O)cc1. Drug 2: N#Cc1ccc(Cn2cncc2CN2CCN(c3cccc(Cl)c3)C(=O)C2)cc1. Cell line: ZR751. Synergy scores: synergy=-14.9. (4) Drug 1: Nc1ccn(C2OC(CO)C(O)C2(F)F)c(=O)n1. Drug 2: O=C(O)C1(Cc2cccc(Nc3nccs3)n2)CCC(Oc2cccc(Cl)c2F)CC1. Cell line: MSTO. Synergy scores: synergy=0.362.